This data is from Reaction yield outcomes from USPTO patents with 853,638 reactions. The task is: Predict the reaction yield, written as a fraction of the theoretical maximum amount of product (1.0 means a 100% yield; for example, 0.34 means a 34% yield). (1) The reactants are [CH2:1]([OH:13])[CH2:2][CH2:3][CH2:4][CH2:5][CH2:6][CH2:7][CH2:8][CH2:9][CH2:10][CH2:11][CH3:12].[C:14](OCC)(=[O:18])[CH:15]([CH3:17])[OH:16]. No catalyst specified. The product is [C:14]([O:13][CH2:1][CH2:2][CH2:3][CH2:4][CH2:5][CH2:6][CH2:7][CH2:8][CH2:9][CH2:10][CH2:11][CH3:12])(=[O:18])[CH:15]([CH3:17])[OH:16]. The yield is 0.800. (2) The reactants are [Cl:1][C:2]1[CH:3]=[CH:4][C:5]([NH:8][C:9]2[N:14]=[CH:13][C:12]([CH:15]3[O:20][CH2:19][CH2:18][N:17](C(OC(C)(C)C)=O)[CH2:16]3)=[CH:11][CH:10]=2)=[N:6][CH:7]=1.FC(F)(F)C(O)=O.CCOC(C)=O.C1COCC1. The catalyst is C(#N)C.O. The product is [Cl:1][C:2]1[CH:3]=[CH:4][C:5]([NH:8][C:9]2[CH:10]=[CH:11][C:12]([CH:15]3[O:20][CH2:19][CH2:18][NH:17][CH2:16]3)=[CH:13][N:14]=2)=[N:6][CH:7]=1. The yield is 0.920. (3) The reactants are [Cl-].O[NH3+:3].[C:4](=[O:7])([O-])[OH:5].[Na+].CS(C)=O.[O:13]1[C:17]2([CH2:22][CH2:21][N:20]([C:23]3[CH:28]=[CH:27][C:26]([N:29]4[C:34](=[O:35])[C:33]([CH2:36][C:37]5[CH:42]=[CH:41][C:40]([C:43]6[C:44]([C:49]#[N:50])=[CH:45][CH:46]=[CH:47][CH:48]=6)=[CH:39][CH:38]=5)=[C:32]([CH2:51][CH2:52][CH3:53])[N:31]=[C:30]4[CH2:54][CH3:55])=[CH:25][CH:24]=3)[CH2:19][CH2:18]2)[O:16][CH2:15][CH2:14]1. The catalyst is O. The product is [O:13]1[C:17]2([CH2:22][CH2:21][N:20]([C:23]3[CH:24]=[CH:25][C:26]([N:29]4[C:34](=[O:35])[C:33]([CH2:36][C:37]5[CH:42]=[CH:41][C:40]([C:43]6[CH:48]=[CH:47][CH:46]=[CH:45][C:44]=6[C:49]6[NH:3][C:4](=[O:7])[O:5][N:50]=6)=[CH:39][CH:38]=5)=[C:32]([CH2:51][CH2:52][CH3:53])[N:31]=[C:30]4[CH2:54][CH3:55])=[CH:27][CH:28]=3)[CH2:19][CH2:18]2)[O:16][CH2:15][CH2:14]1. The yield is 0.380. (4) The reactants are [F:1][C:2]1[CH:7]=[CH:6][C:5]([P:8](Cl)(Cl)=[O:9])=[CH:4][CH:3]=1.[CH:12]([Mg]Br)=[CH2:13].[Cl-].[NH4+].[CH2:18]1COC[CH2:19]1. No catalyst specified. The product is [F:1][C:2]1[CH:7]=[CH:6][C:5]([P:8](=[O:9])([CH:12]=[CH2:13])[CH:18]=[CH2:19])=[CH:4][CH:3]=1. The yield is 0.830. (5) The reactants are CO[C:3]1[CH:4]=[C:5]([C:9]2[N:10]=[N:11][CH:12]=[C:13]([C:24]3[CH:29]=[CH:28][CH:27]=[CH:26][CH:25]=3)[C:14]=2[C:15]2[O:16][CH:17]=[C:18]([C:20](OC)=[O:21])[N:19]=2)[CH:6]=[CH:7][CH:8]=1.[H-].[H-].[H-].[H-].[Li+].[Al+3]. The yield is 0.880. The product is [C:5]1([C:9]2[N:10]=[N:11][CH:12]=[C:13]([C:24]3[CH:25]=[CH:26][CH:27]=[CH:28][CH:29]=3)[C:14]=2[C:15]2[O:16][CH:17]=[C:18]([CH2:20][OH:21])[N:19]=2)[CH:6]=[CH:7][CH:8]=[CH:3][CH:4]=1. The catalyst is C1COCC1.